From a dataset of Full USPTO retrosynthesis dataset with 1.9M reactions from patents (1976-2016). Predict the reactants needed to synthesize the given product. (1) Given the product [Cl:43][C:40]1[CH:41]=[CH:42][C:37]([C:35]2[C:34]3[CH:44]=[C:45]([O:48][CH3:49])[CH:46]=[CH:47][C:33]=3[N:32]3[C:50]([CH3:53])=[N:51][N:52]=[C:31]3[C@H:30]([CH2:29][C:28]([NH:27][CH2:26][CH2:25][NH:24][C:7]([C:6]3[CH:5]=[C:4]([B:1]([OH:2])[OH:3])[CH:12]=[CH:11][CH:10]=3)=[O:9])=[O:54])[N:36]=2)=[CH:38][CH:39]=1, predict the reactants needed to synthesize it. The reactants are: [B:1]([C:4]1[CH:5]=[C:6]([CH:10]=[CH:11][CH:12]=1)[C:7]([OH:9])=O)([OH:3])[OH:2].CCN=C=NCCCN(C)C.[NH2:24][CH2:25][CH2:26][NH:27][C:28](=[O:54])[CH2:29][C@@H:30]1[N:36]=[C:35]([C:37]2[CH:42]=[CH:41][C:40]([Cl:43])=[CH:39][CH:38]=2)[C:34]2[CH:44]=[C:45]([O:48][CH3:49])[CH:46]=[CH:47][C:33]=2[N:32]2[C:50]([CH3:53])=[N:51][N:52]=[C:31]12.ClC1C=CC(C2C3C=C(OC)C=CC=3N3C(C)=NN=C3[C@H](CC(NCCNC(C3C=CC(B(O)O)=CC=3)=O)=O)N=2)=CC=1. (2) Given the product [CH3:18][O:19][C:20]1[CH:26]=[CH:25][CH:24]=[CH:23][C:21]=1[NH:22][CH2:49][CH:48]([NH:8][C:1](=[O:2])[O:3][C:4]([CH3:7])([CH3:6])[CH3:5])[C:43]1[CH:42]=[CH:41][CH:28]=[CH:27][CH:45]=1, predict the reactants needed to synthesize it. The reactants are: [C:1]([N:8](C1C=CC=CC=1)CC=O)([O:3][C:4]([CH3:7])([CH3:6])[CH3:5])=[O:2].[CH3:18][O:19][C:20]1[CH:26]=[CH:25][CH:24]=[CH:23][C:21]=1[NH2:22].[C:27](O[BH-](OC(=O)C)OC(=O)C)(=O)[CH3:28].[Na+].[C:41](O)(=O)[CH2:42][C:43]([CH2:48][C:49](O)=O)([C:45](O)=O)O. (3) Given the product [N:1]1[CH:2]=[C:3]([C:10]2[C:15]([O:16][CH3:17])=[CH:14][N:13]=[C:12]([NH:18][C:19]3[CH:24]=[CH:23][C:22]([O:25][CH2:26][C@H:27]4[CH2:31][CH2:30][CH2:29][N:28]4[C:34](=[O:36])[CH3:35])=[CH:21][C:20]=3[O:32][CH3:33])[N:11]=2)[N:4]2[CH:9]=[CH:8][CH:7]=[CH:6][C:5]=12, predict the reactants needed to synthesize it. The reactants are: [N:1]1[CH:2]=[C:3]([C:10]2[C:15]([O:16][CH3:17])=[CH:14][N:13]=[C:12]([NH:18][C:19]3[CH:24]=[CH:23][C:22]([O:25][CH2:26][C@H:27]4[CH2:31][CH2:30][CH2:29][NH:28]4)=[CH:21][C:20]=3[O:32][CH3:33])[N:11]=2)[N:4]2[CH:9]=[CH:8][CH:7]=[CH:6][C:5]=12.[C:34](OC(=O)C)(=[O:36])[CH3:35]. (4) Given the product [C:12]([N:14]=[C:15]([S:16][CH3:17])[NH:11][CH2:10][C:7]1[CH:8]=[CH:9][N:4]2[CH:3]=[CH:2][N:1]=[C:5]2[CH:6]=1)#[N:13], predict the reactants needed to synthesize it. The reactants are: [N:1]1[CH:2]=[CH:3][N:4]2[CH:9]=[CH:8][C:7]([CH2:10][NH2:11])=[CH:6][C:5]=12.[C:12]([N:14]=[C:15](SC)[S:16][CH3:17])#[N:13].CCN(C(C)C)C(C)C.C(Cl)Cl. (5) Given the product [O:28]=[S:2]1(=[O:1])[C:7]2[CH:8]=[CH:9][CH:10]=[CH:11][C:6]=2[NH:5][C:4]([C:12]2[C:17](=[O:18])[N:16]([NH:19][CH:20]3[CH2:21][CH2:23][CH2:13][CH:12]([CH3:17])[CH2:4]3)[C:15]3[CH:24]=[CH:25][S:26][C:14]=3[C:13]=2[OH:27])=[N:3]1, predict the reactants needed to synthesize it. The reactants are: [O:1]=[S:2]1(=[O:28])[C:7]2[CH:8]=[CH:9][CH:10]=[CH:11][C:6]=2[NH:5][C:4]([C:12]2[C:17](=[O:18])[N:16]([N:19]=[CH:20][CH:21]([CH3:23])C)[C:15]3[CH:24]=[CH:25][S:26][C:14]=3[C:13]=2[OH:27])=[N:3]1.CO.[BH4-].[Li+].Cl. (6) Given the product [Cl:16][C:17]1[CH:18]=[C:19]([CH:22]=[CH:23][C:24]=1[N:10]1[C:11]([CH3:12])=[C:7]([CH2:6][C:5]2[CH:14]=[CH:15][C:2]([F:1])=[CH:3][CH:4]=2)[C:8]([CH3:13])=[N:9]1)[C:20]#[N:21], predict the reactants needed to synthesize it. The reactants are: [F:1][C:2]1[CH:15]=[CH:14][C:5]([CH2:6][C:7]2[C:8]([CH3:13])=[N:9][NH:10][C:11]=2[CH3:12])=[CH:4][CH:3]=1.[Cl:16][C:17]1[CH:18]=[C:19]([CH:22]=[CH:23][C:24]=1F)[C:20]#[N:21]. (7) Given the product [Br:1][C:2]1[CH:3]=[C:4]([S:8][C:9]2[C:18]3[C:17](=[CH:16][C:15]([Cl:14])=[CH:20][CH:19]=3)[NH:21][C:10]=2[CH3:11])[CH:5]=[CH:6][CH:7]=1, predict the reactants needed to synthesize it. The reactants are: [Br:1][C:2]1[CH:3]=[C:4]([S:8][CH2:9][C:10](=O)[CH3:11])[CH:5]=[CH:6][CH:7]=1.Cl.[Cl:14][C:15]1[CH:16]=[C:17]([NH:21]N)[CH:18]=[CH:19][CH:20]=1. (8) Given the product [Cl:1][C:2]1[C:3]([C:8]2[C:9]([F:46])=[C:10]([NH:14][C:15]([C@@H:17]3[CH2:21][C@@H:20]([F:22])[CH2:19][N:18]3[C:23](=[O:45])[CH2:24][N:25]3[C:33]4[C:28](=[CH:29][C:30]([C:34]#[C:35][C:36]5[N:41]=[CH:40][CH:39]=[CH:38][N:37]=5)=[CH:31][CH:32]=4)[C:27]([C:42]([NH2:44])=[O:43])=[N:26]3)=[O:16])[CH:11]=[CH:12][CH:13]=2)=[N:48][CH:5]=[CH:6][CH:7]=1, predict the reactants needed to synthesize it. The reactants are: [Cl:1][C:2]1[CH:7]=[CH:6][CH:5]=C[C:3]=1[C:8]1[CH:13]=[CH:12][CH:11]=[C:10]([NH:14][C:15]([C@@H:17]2[CH2:21][C@@H:20]([F:22])[CH2:19][N:18]2[C:23](=[O:45])[CH2:24][N:25]2[C:33]3[C:28](=[CH:29][C:30]([C:34]#[C:35][C:36]4[N:41]=[CH:40][CH:39]=[CH:38][N:37]=4)=[CH:31][CH:32]=3)[C:27]([C:42]([NH2:44])=[O:43])=[N:26]2)=[O:16])[C:9]=1[F:46].C[N:48](C(ON1N=NC2C=CC=NC1=2)=[N+](C)C)C.F[P-](F)(F)(F)(F)F.CCN(C(C)C)C(C)C. (9) Given the product [NH2:28][C:8]1[N:7]=[C:6]([O:5][CH2:1][CH2:2][CH2:3][CH3:4])[N:14]=[C:13]2[C:9]=1[NH:10][C:11](=[O:26])[N:12]2[CH2:15][CH2:16][CH2:17][CH2:18][CH2:19][CH:20]1[CH2:21][CH2:22][N:23]([CH:30]2[CH2:34][CH2:33][CH2:32][CH2:31]2)[CH2:24][CH2:25]1, predict the reactants needed to synthesize it. The reactants are: [CH2:1]([O:5][C:6]1[N:14]=[C:13]2[C:9]([N:10]=[C:11]([O:26]C)[N:12]2[CH2:15][CH2:16][CH2:17][CH2:18][CH2:19][CH:20]2[CH2:25][CH2:24][NH:23][CH2:22][CH2:21]2)=[C:8]([NH2:28])[N:7]=1)[CH2:2][CH2:3][CH3:4].I[CH:30]1[CH2:34][CH2:33][CH2:32][CH2:31]1.